This data is from Forward reaction prediction with 1.9M reactions from USPTO patents (1976-2016). The task is: Predict the product of the given reaction. (1) Given the reactants C(N(C(C)C)CC)(C)C.[CH3:10][CH:11]([CH3:18])[CH2:12]/[CH:13]=[CH:14]/[C:15](=[O:17])[CH3:16].[CH3:19][CH2:20][O:21][C:22]([CH2:24][N+:25]([O-:27])=[O:26])=[O:23].Cl, predict the reaction product. The product is: [CH2:12]([CH:13]([CH2:14][C:15](=[O:17])[CH3:16])[CH:24]([N+:25]([O-:27])=[O:26])[C:22]([O:21][CH2:20][CH3:19])=[O:23])[CH:11]([CH3:18])[CH3:10]. (2) The product is: [CH3:16][N:14]([CH3:15])[C:12]1[C:11]([C:17]([F:20])([F:18])[F:19])=[CH:10][C:9]2[NH:21][C:22](=[O:45])[CH2:23][C:24]([C:25]3[CH:30]=[CH:29][CH:28]=[C:27]([N:31]4[CH:35]=[C:34]([CH2:36][OH:37])[CH:33]=[N:32]4)[CH:26]=3)=[N:7][C:8]=2[CH:13]=1. Given the reactants C(OC(=O)[NH:7][C:8]1[CH:13]=[C:12]([N:14]([CH3:16])[CH3:15])[C:11]([C:17]([F:20])([F:19])[F:18])=[CH:10][C:9]=1[NH:21][C:22](=[O:45])[CH2:23][C:24](=O)[C:25]1[CH:30]=[CH:29][CH:28]=[C:27]([N:31]2[CH:35]=[C:34]([CH2:36][O:37]C3CCCCO3)[CH:33]=[N:32]2)[CH:26]=1)(C)(C)C.C(O)(C(F)(F)F)=O, predict the reaction product.